Dataset: Forward reaction prediction with 1.9M reactions from USPTO patents (1976-2016). Task: Predict the product of the given reaction. (1) Given the reactants [F:1][C:2]1[CH:7]=[CH:6][C:5]([CH:8]([N:12]2[CH2:16][CH2:15][CH2:14][CH2:13]2)[C:9]([OH:11])=O)=[CH:4][CH:3]=1.[CH3:17][O:18][C:19]1[C:20]([C:32]#[N:33])=[CH:21][C:22]2[C:27]([C:28]=1[CH2:29][NH:30][CH3:31])=[CH:26][CH:25]=[CH:24][CH:23]=2.C1C=CC2N(O)N=NC=2C=1.Cl.CN(C)CCCN=C=NCC, predict the reaction product. The product is: [C:32]([C:20]1[C:19]([O:18][CH3:17])=[C:28]([CH2:29][N:30]([CH3:31])[C:9](=[O:11])[CH:8]([C:5]2[CH:4]=[CH:3][C:2]([F:1])=[CH:7][CH:6]=2)[N:12]2[CH2:16][CH2:15][CH2:14][CH2:13]2)[C:27]2[C:22]([CH:21]=1)=[CH:23][CH:24]=[CH:25][CH:26]=2)#[N:33]. (2) Given the reactants [C:1]1([C:7]2[C:11]([C:12](O)=[O:13])=[C:10](/[CH:15]=[CH:16]/[C:17]3[CH:22]=[CH:21][CH:20]=[CH:19][CH:18]=3)[O:9][N:8]=2)[CH:6]=[CH:5][CH:4]=[CH:3][CH:2]=1.C(N(CC)CC)C.ClC(OCC)=O.[BH4-].[Na+].[OH-].[Na+], predict the reaction product. The product is: [C:1]1([C:7]2[C:11]([CH2:12][OH:13])=[C:10](/[CH:15]=[CH:16]/[C:17]3[CH:18]=[CH:19][CH:20]=[CH:21][CH:22]=3)[O:9][N:8]=2)[CH:6]=[CH:5][CH:4]=[CH:3][CH:2]=1. (3) Given the reactants Cl[C:2]1[N:7]=[C:6]([NH:8][C@H:9]([CH2:13][CH3:14])[C:10]([NH2:12])=[O:11])[CH:5]=[N:4][C:3]=1[C:15]#[N:16].[C:17]1([C:23]2[CH:27]=[C:26]([NH2:28])[S:25][N:24]=2)[CH:22]=[CH:21][CH:20]=[CH:19][CH:18]=1.C([O-])([O-])=O.[K+].[K+].C1C=CC(P(C2C(C3C(P(C4C=CC=CC=4)C4C=CC=CC=4)=CC=C4C=3C=CC=C4)=C3C(C=CC=C3)=CC=2)C2C=CC=CC=2)=CC=1, predict the reaction product. The product is: [C:15]([C:3]1[N:4]=[CH:5][C:6]([NH:8][C@H:9]([CH2:13][CH3:14])[C:10]([NH2:12])=[O:11])=[N:7][C:2]=1[NH:28][C:26]1[S:25][N:24]=[C:23]([C:17]2[CH:22]=[CH:21][CH:20]=[CH:19][CH:18]=2)[CH:27]=1)#[N:16]. (4) Given the reactants [N+:1]([C:4]1[CH:19]=[CH:18][C:7]([C:8]([NH:10][CH2:11][CH2:12][N:13]([CH2:16][CH3:17])[CH2:14][CH3:15])=[O:9])=[C:6]([O:20][CH3:21])[CH:5]=1)([O-])=O.C(O)C, predict the reaction product. The product is: [NH2:1][C:4]1[CH:19]=[CH:18][C:7]([C:8]([NH:10][CH2:11][CH2:12][N:13]([CH2:14][CH3:15])[CH2:16][CH3:17])=[O:9])=[C:6]([O:20][CH3:21])[CH:5]=1. (5) Given the reactants [CH2:1]([N:8]1[CH2:13][CH2:12][CH:11]([C:14]([O:16][CH3:17])=[O:15])[C:10](=O)[CH2:9]1)[C:2]1[CH:7]=[CH:6][CH:5]=[CH:4][CH:3]=1.C([O-])(=O)C.[NH4+:23], predict the reaction product. The product is: [NH2:23][C:10]1[CH2:9][N:8]([CH2:1][C:2]2[CH:7]=[CH:6][CH:5]=[CH:4][CH:3]=2)[CH2:13][CH2:12][C:11]=1[C:14]([O:16][CH3:17])=[O:15]. (6) The product is: [CH3:1][OH:8].[CH2:18]1[CH2:17][O:16][CH2:22][CH2:23]1.[CH2:1]([O:8][C:9]1[CH:14]=[C:13]([C:38]2[CH:39]=[C:34]([CH:35]=[CH:36][CH:37]=2)[C:31]([NH2:32])=[O:33])[CH:12]=[C:11]([O:16][CH2:17][C:18]2[CH:23]=[CH:22][CH:21]=[CH:20][CH:19]=2)[CH:10]=1)[C:2]1[CH:7]=[CH:6][CH:5]=[CH:4][CH:3]=1. Given the reactants [CH2:1]([O:8][C:9]1[CH:14]=[C:13](Br)[CH:12]=[C:11]([O:16][CH2:17][C:18]2[CH:23]=[CH:22][CH:21]=[CH:20][CH:19]=2)[CH:10]=1)[C:2]1[CH:7]=[CH:6][CH:5]=[CH:4][CH:3]=1.O.C([O-])([O-])=O.[K+].[K+].[C:31]([C:34]1[CH:35]=[C:36](B(O)O)[CH:37]=[CH:38][CH:39]=1)(=[O:33])[NH2:32], predict the reaction product. (7) Given the reactants Cl[C:2]1[C:3]2[C:4](=[CH:17][N:18](CC3C=CC(OC)=CC=3)[N:19]=2)[N:5]=[C:6]([C:8]2[CH:16]=[C:15]3[C:11]([CH:12]=[N:13][NH:14]3)=[CH:10][CH:9]=2)[N:7]=1.[CH3:29][N:30]1[CH2:35][CH2:34][N:33]([C:36]2[CH:42]=[CH:41][C:39]([NH2:40])=[CH:38][CH:37]=2)[CH2:32][CH2:31]1.Cl, predict the reaction product. The product is: [NH:14]1[C:15]2[C:11](=[CH:10][CH:9]=[C:8]([C:6]3[N:7]=[C:2]([NH:40][C:39]4[CH:38]=[CH:37][C:36]([N:33]5[CH2:32][CH2:31][N:30]([CH3:29])[CH2:35][CH2:34]5)=[CH:42][CH:41]=4)[C:3]4[NH:19][N:18]=[CH:17][C:4]=4[N:5]=3)[CH:16]=2)[CH:12]=[N:13]1. (8) Given the reactants [F:1][C:2]1[CH:7]=[CH:6][C:5]([C:8](=O)[CH:9]([C:16]2[CH:21]=[CH:20][CH:19]=[CH:18][CH:17]=2)[CH2:10][C:11](=O)[CH:12]([CH3:14])[CH3:13])=[CH:4][CH:3]=1.[NH2:23][CH2:24][CH2:25][C@H:26]1[O:31][B:30]([C:32]2[CH:37]=[CH:36][C:35]([O:38][CH3:39])=[CH:34][CH:33]=2)[O:29][C@@H:28]([CH2:40][C:41]([O:43][C:44]([CH3:47])([CH3:46])[CH3:45])=[O:42])[CH2:27]1, predict the reaction product. The product is: [F:1][C:2]1[CH:7]=[CH:6][C:5]([C:8]2[N:23]([CH2:24][CH2:25][C@H:26]3[O:31][B:30]([C:32]4[CH:37]=[CH:36][C:35]([O:38][CH3:39])=[CH:34][CH:33]=4)[O:29][C@@H:28]([CH2:40][C:41]([O:43][C:44]([CH3:47])([CH3:46])[CH3:45])=[O:42])[CH2:27]3)[C:11]([CH:12]([CH3:14])[CH3:13])=[CH:10][C:9]=2[C:16]2[CH:21]=[CH:20][CH:19]=[CH:18][CH:17]=2)=[CH:4][CH:3]=1.